Dataset: Retrosynthesis with 50K atom-mapped reactions and 10 reaction types from USPTO. Task: Predict the reactants needed to synthesize the given product. Given the product COc1ccc(C(=O)N2CCCC2=O)cc1, predict the reactants needed to synthesize it. The reactants are: COc1ccc(C(=O)Cl)cc1.O=C1CCCN1.